Dataset: Full USPTO retrosynthesis dataset with 1.9M reactions from patents (1976-2016). Task: Predict the reactants needed to synthesize the given product. (1) Given the product [C:2]([N:5]1[C:14]2[C:9](=[CH:10][C:11]([C:15]#[C:16][Si:17]([CH:21]([CH3:23])[CH3:22])([CH:18]([CH3:20])[CH3:19])[CH:24]([CH3:26])[CH3:25])=[CH:12][CH:13]=2)[C@H:8]([NH:27][C:62]2[CH:40]=[CH:41][CH:42]=[C:37]([CH3:38])[N:36]=2)[CH2:7][C@@H:6]1[CH3:28])(=[O:4])[CH3:3], predict the reactants needed to synthesize it. The reactants are: Cl.[C:2]([N:5]1[C:14]2[C:9](=[CH:10][C:11]([C:15]#[C:16][Si:17]([CH:24]([CH3:26])[CH3:25])([CH:21]([CH3:23])[CH3:22])[CH:18]([CH3:20])[CH3:19])=[CH:12][CH:13]=2)[C@H:8]([NH2:27])[CH2:7][C@@H:6]1[CH3:28])(=[O:4])[CH3:3].CC(C)([O-])C.[Na+].C[N:36]([CH3:62])[C:37]1[CH:42]=[CH:41][CH:40]=C[C:38]=1C1C=CC=CC=1P(C1CCCCC1)C1CCCCC1.BrC1C=CC=C(C)N=1. (2) Given the product [CH3:37][N:35]([CH:34]=[N:22][S:21]([C:18]1[CH:19]=[CH:20][C:15]([C:14]2[C:9]([O:8][CH3:7])=[CH:10][CH:11]=[C:12]([C:25]3[S:29][C:28]([C:30]([N:48]([O:49][CH3:50])[CH3:47])=[O:31])=[CH:27][C:26]=3[CH3:33])[CH:13]=2)=[CH:16][CH:17]=1)(=[O:24])=[O:23])[CH3:36], predict the reactants needed to synthesize it. The reactants are: C(Cl)(=O)C(Cl)=O.[CH3:7][O:8][C:9]1[C:14]([C:15]2[CH:20]=[CH:19][C:18]([S:21](=[O:24])(=[O:23])[NH2:22])=[CH:17][CH:16]=2)=[CH:13][C:12]([C:25]2[S:29][C:28]([C:30](O)=[O:31])=[CH:27][C:26]=2[CH3:33])=[CH:11][CH:10]=1.[CH3:34][N:35]([CH:37]=O)[CH3:36].C(N(CC)CC)C.Cl.[CH3:47][NH:48][O:49][CH3:50]. (3) Given the product [C:1]1([C:7]2[C:16]3[CH:15]=[CH:14][CH:13]=[CH:12][C:11]=3[N:10]=[C:9]3[C:17]4[C:22]([C:23]([C:47]5[CH:48]=[CH:49][C:44]([N:36]([C:35]6[CH:34]=[CH:33][C:32]([CH3:31])=[CH:51][CH:50]=6)[C:37]6[CH:42]=[CH:41][C:40]([CH3:43])=[CH:39][CH:38]=6)=[CH:45][CH:46]=5)([C:25]5[CH:30]=[CH:29][CH:28]=[CH:27][CH:26]=5)[C:8]=23)=[CH:21][CH:20]=[CH:19][CH:18]=4)[CH:6]=[CH:5][CH:4]=[CH:3][CH:2]=1, predict the reactants needed to synthesize it. The reactants are: [C:1]1([C:7]2[C:16]3[CH:15]=[CH:14][CH:13]=[CH:12][C:11]=3[N:10]=[C:9]3[C:17]4[C:22]([C:23]([C:25]5[CH:30]=[CH:29][CH:28]=[CH:27][CH:26]=5)(O)[C:8]=23)=[CH:21][CH:20]=[CH:19][CH:18]=4)[CH:6]=[CH:5][CH:4]=[CH:3][CH:2]=1.[CH3:31][C:32]1[CH:51]=[CH:50][C:35]([N:36]([C:44]2[CH:49]=[CH:48][CH:47]=[CH:46][CH:45]=2)[C:37]2[CH:42]=[CH:41][C:40]([CH3:43])=[CH:39][CH:38]=2)=[CH:34][CH:33]=1.FC(F)(F)S(O)(=O)=O. (4) Given the product [S:1]([N:11]1[C:19]2[CH:18]=[CH:17][CH:16]=[C:15]([CH:20]=[N:23][OH:24])[C:14]=2[CH:13]=[CH:12]1)([C:4]1[CH:10]=[CH:9][C:7]([CH3:8])=[CH:6][CH:5]=1)(=[O:3])=[O:2], predict the reactants needed to synthesize it. The reactants are: [S:1]([N:11]1[C:19]2[CH:18]=[CH:17][CH:16]=[C:15]([CH:20]=O)[C:14]=2[CH:13]=[CH:12]1)([C:4]1[CH:10]=[CH:9][C:7]([CH3:8])=[CH:6][CH:5]=1)(=[O:3])=[O:2].Cl.[NH2:23][OH:24].N1C=CC=CC=1. (5) Given the product [Cl:33][C:30]1[CH:29]=[CH:28][C:27]([CH:8]([C:5]2[CH:4]=[CH:3][C:2]([Cl:1])=[CH:7][CH:6]=2)[N:9]2[CH2:10][C:11](=[C:14]([C:19]3[CH:20]=[C:21]([F:26])[CH:22]=[C:23]([F:25])[CH:24]=3)[C:15]([O:17][CH3:18])=[O:16])[CH2:12]2)=[CH:32][CH:31]=1, predict the reactants needed to synthesize it. The reactants are: [Cl:1][C:2]1[CH:7]=[CH:6][C:5]([CH:8]([C:27]2[CH:32]=[CH:31][C:30]([Cl:33])=[CH:29][CH:28]=2)[N:9]2[CH2:12][C:11]([CH:14]([C:19]3[CH:24]=[C:23]([F:25])[CH:22]=[C:21]([F:26])[CH:20]=3)[C:15]([O:17][CH3:18])=[O:16])(O)[CH2:10]2)=[CH:4][CH:3]=1.N1C=CC=CC=1.N1(C2CCCCCCCCCC2)CCCCCCCCCN1. (6) Given the product [Br:1][C:2]1[CH:7]=[CH:6][C:5]([O:8][CH2:12][CH2:13][O:14][CH3:15])=[CH:4][N:3]=1, predict the reactants needed to synthesize it. The reactants are: [Br:1][C:2]1[CH:7]=[CH:6][C:5]([OH:8])=[CH:4][N:3]=1.[H-].[Na+].Br[CH2:12][CH2:13][O:14][CH3:15].O. (7) Given the product [Cl:3][C:4]1[CH:9]=[C:8]([O:10][CH3:11])[CH:7]=[CH:6][C:5]=1[CH:12]([OH:16])[C:13]([OH:19])=[O:14], predict the reactants needed to synthesize it. The reactants are: [OH-].[Na+].[Cl:3][C:4]1[CH:9]=[C:8]([O:10][CH3:11])[CH:7]=[CH:6][C:5]=1[CH:12]1[O:16]C(C)(C)[O:14][C:13]1=[O:19].